Dataset: Catalyst prediction with 721,799 reactions and 888 catalyst types from USPTO. Task: Predict which catalyst facilitates the given reaction. (1) Reactant: [Cl:1][C:2]1[CH:3]=[C:4]([C:8]2[C:16]([CH:17]([OH:20])[C:18]#[CH:19])=[C:15]3[N:10]([CH:11]=[N:12][CH:13]=[CH:14]3)[N:9]=2)[CH:5]=[CH:6][CH:7]=1. Product: [Cl:1][C:2]1[CH:3]=[C:4]([C:8]2[C:16]([C:17](=[O:20])[C:18]#[CH:19])=[C:15]3[N:10]([CH:11]=[N:12][CH:13]=[CH:14]3)[N:9]=2)[CH:5]=[CH:6][CH:7]=1. The catalyst class is: 428. (2) Reactant: [CH:1]([NH:4][C:5]1[CH:14]=[CH:13][C:12]2[C:7](=[CH:8][CH:9]=[C:10]([N+:15]([O-])=O)[CH:11]=2)[N:6]=1)([CH3:3])[CH3:2]. Product: [CH:1]([NH:4][C:5]1[CH:14]=[CH:13][C:12]2[C:7](=[CH:8][CH:9]=[C:10]([NH2:15])[CH:11]=2)[N:6]=1)([CH3:3])[CH3:2]. The catalyst class is: 98.